From a dataset of Reaction yield outcomes from USPTO patents with 853,638 reactions. Predict the reaction yield, written as a fraction of the theoretical maximum amount of product (1.0 means a 100% yield; for example, 0.34 means a 34% yield). (1) The reactants are [CH2:1]([O:5][C:6]1[CH:11]=[CH:10][C:9]([S:12]([NH:15][CH:16]([CH2:21]O)[C:17]([O:19][CH3:20])=[O:18])(=[O:14])=[O:13])=[CH:8][CH:7]=1)[C:2]#[C:3][CH3:4].C1(P(C2C=CC=CC=2)C2C=CC=CC=2)C=CC=CC=1.CCOC(/N=N/C(OCC)=O)=O. The catalyst is C1COCC1. The product is [CH2:1]([O:5][C:6]1[CH:11]=[CH:10][C:9]([S:12]([N:15]2[CH2:21][CH:16]2[C:17]([O:19][CH3:20])=[O:18])(=[O:14])=[O:13])=[CH:8][CH:7]=1)[C:2]#[C:3][CH3:4]. The yield is 0.580. (2) The reactants are Br[C:2]1[CH:3]=[CH:4][C:5]([N:8]2[CH2:12][CH2:11][CH:10]([NH:13][CH2:14][CH2:15][CH3:16])[CH2:9]2)=[N:6][CH:7]=1.[Cl:17][C:18]1[CH:19]=[CH:20][C:21]([CH2:24][O:25][C:26]2[CH:31]=[CH:30][NH:29][C:28](=[O:32])[CH:27]=2)=[N:22][CH:23]=1.[Na+].[I-].C([O-])([O-])=O.[K+].[K+].[C@@H]1(N)CCCC[C@H]1N. The catalyst is O1CCOCC1.[Cu]I. The product is [Cl:17][C:18]1[CH:19]=[CH:20][C:21]([CH2:24][O:25][C:26]2[CH:31]=[CH:30][N:29]([C:2]3[CH:7]=[N:6][C:5]([N:8]4[CH2:12][CH2:11][CH:10]([NH:13][CH2:14][CH2:15][CH3:16])[CH2:9]4)=[CH:4][CH:3]=3)[C:28](=[O:32])[CH:27]=2)=[N:22][CH:23]=1. The yield is 0.490. (3) The reactants are [BH4-].[Na+].[O:3]=[C:4]1[CH2:18][C@@H:7]2[CH2:8][N:9]([C:11]([O:13][C:14]([CH3:17])([CH3:16])[CH3:15])=[O:12])[CH2:10][C@@H:6]2[CH2:5]1. The catalyst is CO. The product is [OH:3][CH:4]1[CH2:18][C@@H:7]2[CH2:8][N:9]([C:11]([O:13][C:14]([CH3:16])([CH3:15])[CH3:17])=[O:12])[CH2:10][C@@H:6]2[CH2:5]1. The yield is 0.980. (4) The reactants are [CH2:1]([N:8]([CH2:28][C:29]1[CH:34]=[CH:33][CH:32]=[CH:31][CH:30]=1)[C@H:9]1[CH2:18][C:17]2[C:12](=[CH:13][CH:14]=[CH:15][C:16]=2B2OC(C)(C)C(C)(C)O2)[O:11][CH2:10]1)[C:2]1[CH:7]=[CH:6][CH:5]=[CH:4][CH:3]=1.Br[C:36]1[CH:37]=[N:38][C:39]([O:46][CH3:47])=[C:40]([CH:45]=1)[C:41]([NH:43][CH3:44])=[O:42]. No catalyst specified. The product is [CH2:28]([N:8]([CH2:1][C:2]1[CH:7]=[CH:6][CH:5]=[CH:4][CH:3]=1)[C@H:9]1[CH2:18][C:17]2[C:12](=[CH:13][CH:14]=[CH:15][C:16]=2[C:36]2[CH:37]=[N:38][C:39]([O:46][CH3:47])=[C:40]([CH:45]=2)[C:41]([NH:43][CH3:44])=[O:42])[O:11][CH2:10]1)[C:29]1[CH:30]=[CH:31][CH:32]=[CH:33][CH:34]=1. The yield is 0.660.